This data is from Reaction yield outcomes from USPTO patents with 853,638 reactions. The task is: Predict the reaction yield, written as a fraction of the theoretical maximum amount of product (1.0 means a 100% yield; for example, 0.34 means a 34% yield). (1) The product is [NH2:17][C:9]1[C:8]2[C:13]([Br:16])=[CH:14][S:15][C:7]=2[C:6]([CH2:5][OH:4])=[CH:11][N:10]=1. The reactants are C([O:4][CH2:5][C:6]1[C:7]2[S:15][CH:14]=[C:13]([Br:16])[C:8]=2[C:9](Cl)=[N:10][CH:11]=1)(=O)C.[NH4+:17].[OH-]. The catalyst is O1CCOCC1. The yield is 0.840. (2) The reactants are [Cl:1][C:2]1[CH:28]=[CH:27][C:5]([C:6]([NH:8][NH:9][C:10](=O)[C@H:11]([NH:15][C:16]2[CH:21]=[CH:20][C:19]([C:22]#[N:23])=[C:18]([Cl:24])[C:17]=2[CH3:25])[C@@H:12]([OH:14])[CH3:13])=[O:7])=[CH:4][CH:3]=1.C1(C)C=CC(S(O)(=O)=O)=CC=1.CCN(P1(N(C)CCCN1C)=NC(C)(C)C)CC. The product is [Cl:24][C:18]1[C:17]([CH3:25])=[C:16]([NH:15][C@@H:11]([C:10]2[O:7][C:6]([C:5]3[CH:4]=[CH:3][C:2]([Cl:1])=[CH:28][CH:27]=3)=[N:8][N:9]=2)[C@@H:12]([OH:14])[CH3:13])[CH:21]=[CH:20][C:19]=1[C:22]#[N:23]. The yield is 0.180. The catalyst is C1COCC1. (3) The reactants are CC([O-])(C)C.[Na+].[NH:7]1[C:15]2[C:10](=[CH:11][CH:12]=[CH:13][CH:14]=2)[CH:9]=[CH:8]1.Br[C:17]1[CH:22]=[CH:21][C:20]([F:23])=[CH:19][CH:18]=1. The catalyst is C1C=CC(/C=C/C(/C=C/C2C=CC=CC=2)=O)=CC=1.C1C=CC(/C=C/C(/C=C/C2C=CC=CC=2)=O)=CC=1.C1C=CC(/C=C/C(/C=C/C2C=CC=CC=2)=O)=CC=1.[Pd].[Pd].C1(C)C=CC=CC=1. The product is [F:23][C:20]1[CH:21]=[CH:22][C:17]([N:7]2[C:15]3[C:10](=[CH:11][CH:12]=[CH:13][CH:14]=3)[CH:9]=[CH:8]2)=[CH:18][CH:19]=1. The yield is 0.770. (4) The reactants are CS(C)=O.[CH2:5]([C:20]1[CH:21]=[C:22]([OH:26])[CH:23]=[CH:24][CH:25]=1)[CH2:6][CH2:7][CH2:8][CH2:9][CH2:10][CH2:11][CH2:12][CH2:13][CH2:14][CH2:15][CH2:16][CH2:17][CH2:18][CH3:19].[OH-].[K+].[CH3:29]I. The catalyst is O. The product is [CH2:5]([C:20]1[CH:21]=[C:22]([O:26][CH3:29])[CH:23]=[CH:24][CH:25]=1)[CH2:6][CH2:7][CH2:8][CH2:9][CH2:10][CH2:11][CH2:12][CH2:13][CH2:14][CH2:15][CH2:16][CH2:17][CH2:18][CH3:19]. The yield is 0.970. (5) The reactants are [Br:1][C:2]1[C:20]([CH3:21])=[C:19]([N+:22]([O-:24])=[O:23])[CH:18]=[C:17]([Br:25])[C:3]=1[O:4][C:5]1[CH:6]=[C:7]([CH:14]([CH3:16])[CH3:15])[C:8]([OH:13])=[C:9]([CH:12]=1)[CH:10]=[O:11].[BH4-].[Na+]. The catalyst is CCO.C1COCC1. The product is [Br:1][C:2]1[C:20]([CH3:21])=[C:19]([N+:22]([O-:24])=[O:23])[CH:18]=[C:17]([Br:25])[C:3]=1[O:4][C:5]1[CH:6]=[C:7]([CH:14]([CH3:16])[CH3:15])[C:8]([OH:13])=[C:9]([CH2:10][OH:11])[CH:12]=1. The yield is 0.850. (6) The reactants are [C:1]([C:5]1[CH:6]=[C:7]([CH:11]=[C:12]([C:15]([CH3:18])([CH3:17])[CH3:16])[C:13]=1[OH:14])[C:8](O)=[O:9])([CH3:4])([CH3:3])[CH3:2].S(Cl)([Cl:21])=O. The catalyst is C(Cl)(Cl)Cl. The product is [C:1]([C:5]1[CH:6]=[C:7]([CH:11]=[C:12]([C:15]([CH3:18])([CH3:17])[CH3:16])[C:13]=1[OH:14])[C:8]([Cl:21])=[O:9])([CH3:4])([CH3:3])[CH3:2]. The yield is 0.990. (7) The reactants are C([O-])([O-])=O.[Na+].[Na+].[N+](C1C=CC(C([O:16][C@H:17]2[C:21]3[N:22]=[CH:23][N:24]=[C:25](Cl)[C:20]=3[C@H:19]([CH3:27])[CH2:18]2)=O)=CC=1)([O-])=O.B1([C:39]2[CH2:44][CH2:43][N:42]([C:45]([O:47][C:48]([CH3:51])([CH3:50])[CH3:49])=[O:46])[CH2:41][CH:40]=2)OC(C)(C)C(C)(C)O1.[Li+].[OH-]. The catalyst is O1CCOCC1.C1C=CC(P(C2C=CC=CC=2)[C-]2C=CC=C2)=CC=1.C1C=CC(P(C2C=CC=CC=2)[C-]2C=CC=C2)=CC=1.Cl[Pd]Cl.[Fe+2].O. The product is [OH:16][C@H:17]1[C:21]2[N:22]=[CH:23][N:24]=[C:25]([C:39]3[CH2:44][CH2:43][N:42]([C:45]([O:47][C:48]([CH3:51])([CH3:50])[CH3:49])=[O:46])[CH2:41][CH:40]=3)[C:20]=2[C@H:19]([CH3:27])[CH2:18]1. The yield is 0.670. (8) The reactants are Cl[C:2]1[N:7]=[C:6]([CH3:8])[CH:5]=[CH:4][N:3]=1.[C-:9]#[N:10].[Na+]. The catalyst is C(OCC)C.CN(C)C. The product is [CH3:8][C:6]1[CH:5]=[CH:4][N:3]=[C:2]([C:9]#[N:10])[N:7]=1. The yield is 0.648.